This data is from Drug half-life prediction data from Obach et al.. The task is: Regression/Classification. Given a drug SMILES string, predict its absorption, distribution, metabolism, or excretion properties. Task type varies by dataset: regression for continuous measurements (e.g., permeability, clearance, half-life) or binary classification for categorical outcomes (e.g., BBB penetration, CYP inhibition). For this dataset (half_life_obach), we predict log10(half-life) (log10 of half-life in hours). (1) The compound is OC(Cn1cncn1)(Cn1cncn1)c1ccc(F)cc1F. The log10(half-life) is 1.48. (2) The molecule is CC(CC(c1ccccc1)c1ccccc1)NC(C)(C)C. The log10(half-life) is 1.75.